From a dataset of Forward reaction prediction with 1.9M reactions from USPTO patents (1976-2016). Predict the product of the given reaction. The product is: [CH3:1][O:2][C:3]1[C:4](=[O:29])[C:5]([CH3:28])=[C:6]([CH2:12][C:13]2[CH:14]=[CH:15][C:16]([C:22]3[CH:23]=[N:24][CH:25]=[CH:26][CH:27]=3)=[C:17]([CH:21]=2)[C:18]([N:30]2[CH2:35][CH2:34][O:33][CH2:32][CH2:31]2)=[O:19])[C:7](=[O:11])[C:8]=1[O:9][CH3:10]. Given the reactants [CH3:1][O:2][C:3]1[C:4](=[O:29])[C:5]([CH3:28])=[C:6]([CH2:12][C:13]2[CH:14]=[CH:15][C:16]([C:22]3[CH:23]=[N:24][CH:25]=[CH:26][CH:27]=3)=[C:17]([CH:21]=2)[C:18](O)=[O:19])[C:7](=[O:11])[C:8]=1[O:9][CH3:10].[NH:30]1[CH2:35][CH2:34][O:33][CH2:32][CH2:31]1.CCN=C=NCCCN(C)C.Cl, predict the reaction product.